From a dataset of Reaction yield outcomes from USPTO patents with 853,638 reactions. Predict the reaction yield, written as a fraction of the theoretical maximum amount of product (1.0 means a 100% yield; for example, 0.34 means a 34% yield). (1) The reactants are [CH3:1][O:2][C:3]1[CH:8]=[C:7]([N+:9]([O-])=O)[C:6]([O:12][CH3:13])=[CH:5][C:4]=1[N:14]1[CH2:19][CH2:18][N:17]([C:20](=[O:22])[CH3:21])[CH2:16][CH2:15]1. The catalyst is CCOC(C)=O.CCO.[Pt](=O)=O. The product is [NH2:9][C:7]1[C:6]([O:12][CH3:13])=[CH:5][C:4]([N:14]2[CH2:19][CH2:18][N:17]([C:20](=[O:22])[CH3:21])[CH2:16][CH2:15]2)=[C:3]([O:2][CH3:1])[CH:8]=1. The yield is 0.940. (2) The reactants are ClC(Cl)(Cl)S([O:6][CH2:7][C:8]([F:11])([F:10])[F:9])(=O)=O.C(=O)([O-])[O-].[Cs+].[Cs+].CN(C=O)C.O=[C:26]1[NH:31][CH:30]=[C:29]([CH2:32][C:33]2[S:34][C:35]3[C:41]([C:42]4[CH:43]=[C:44]([CH:50]=[CH:51][CH:52]=4)[C:45]([O:47][CH2:48][CH3:49])=[O:46])=[CH:40][CH:39]=[CH:38][C:36]=3[CH:37]=2)[CH:28]=[CH:27]1. The catalyst is O. The product is [F:11][C:8]([F:9])([F:10])[CH2:7][O:6][C:26]1[N:31]=[CH:30][C:29]([CH2:32][C:33]2[S:34][C:35]3[C:41]([C:42]4[CH:43]=[C:44]([CH:50]=[CH:51][CH:52]=4)[C:45]([O:47][CH2:48][CH3:49])=[O:46])=[CH:40][CH:39]=[CH:38][C:36]=3[CH:37]=2)=[CH:28][CH:27]=1. The yield is 0.550. (3) The reactants are FC(F)(F)C(O)=O.[NH2:8][C:9](=[O:50])[CH:10]([C:12]1[CH:49]=[CH:48][CH:47]=[CH:46][C:13]=1[CH2:14][CH2:15][C:16]1[C:21]([C:22]([F:25])([F:24])[F:23])=[CH:20][N:19]=[C:18]([NH:26][C:27]2[CH:32]=[CH:31][C:30]([CH:33]3[CH2:38][CH2:37][N:36](C(OC(C)(C)C)=O)[CH2:35][CH2:34]3)=[CH:29][CH:28]=2)[N:17]=1)[CH3:11].C1CCCCC1. The catalyst is C(Cl)Cl.CCOC(C)=O. The product is [NH:36]1[CH2:37][CH2:38][CH:33]([C:30]2[CH:29]=[CH:28][C:27]([NH:26][C:18]3[N:17]=[C:16]([CH2:15][CH2:14][C:13]4[CH:46]=[CH:47][CH:48]=[CH:49][C:12]=4[CH:10]([CH3:11])[C:9]([NH2:8])=[O:50])[C:21]([C:22]([F:25])([F:24])[F:23])=[CH:20][N:19]=3)=[CH:32][CH:31]=2)[CH2:34][CH2:35]1. The yield is 0.470. (4) The reactants are [CH3:1][C:2]1[CH:3]=[C:4](Br)[C:5]2[N:6]([CH:8]=[CH:9][N:10]=2)[CH:7]=1.[CH3:12][Sn](C)(C)C. The catalyst is C1(P(C2C=CC=CC=2)C2C=CC=CC=2)C=CC=CC=1.C1(P(C2C=CC=CC=2)C2C=CC=CC=2)C=CC=CC=1.C1(P(C2C=CC=CC=2)C2C=CC=CC=2)C=CC=CC=1.C1(P(C2C=CC=CC=2)C2C=CC=CC=2)C=CC=CC=1.[Pd]. The product is [CH3:1][C:2]1[CH:3]=[C:4]([CH3:12])[C:5]2[N:6]([CH:8]=[CH:9][N:10]=2)[CH:7]=1. The yield is 1.00. (5) The reactants are [CH:1]([C:3]1[CH:8]=[CH:7][C:6](B(O)O)=[CH:5][CH:4]=1)=[CH2:2].[OH:12][N:13]1[C:21](=[O:22])[C:20]2[C:15](=[CH:16][CH:17]=[CH:18][CH:19]=2)[C:14]1=[O:23].N1C=CC=CC=1. The catalyst is ClCCCl.O.Cl[Cu]. The product is [CH:1]([C:3]1[CH:8]=[CH:7][C:6]([O:12][N:13]2[C:21](=[O:22])[C:20]3[C:15](=[CH:16][CH:17]=[CH:18][CH:19]=3)[C:14]2=[O:23])=[CH:5][CH:4]=1)=[CH2:2]. The yield is 0.630.